Dataset: Full USPTO retrosynthesis dataset with 1.9M reactions from patents (1976-2016). Task: Predict the reactants needed to synthesize the given product. (1) Given the product [CH2:1]([O:8][CH2:9][CH2:10][CH2:11][C@@H:12]([C:30]([O:32][C:33]([CH3:36])([CH3:35])[CH3:34])=[O:31])[CH2:13][C@@H:14]([C:23]([O:25][C:26]([CH3:28])([CH3:27])[CH3:29])=[O:24])[NH:15][C:16]([O:18][C:19]([CH3:20])([CH3:21])[CH3:22])=[O:17])[C:2]1[CH:3]=[CH:4][CH:5]=[CH:6][CH:7]=1, predict the reactants needed to synthesize it. The reactants are: [CH2:1]([O:8][CH2:9][CH2:10][CH:11]=[C:12]([C:30]([O:32][C:33]([CH3:36])([CH3:35])[CH3:34])=[O:31])[CH2:13][C@@H:14]([C:23]([O:25][C:26]([CH3:29])([CH3:28])[CH3:27])=[O:24])[NH:15][C:16]([O:18][C:19]([CH3:22])([CH3:21])[CH3:20])=[O:17])[C:2]1[CH:7]=[CH:6][CH:5]=[CH:4][CH:3]=1.N1C=CC=CC=1. (2) Given the product [CH2:1]([O:8][C:9]1[C:10]([O:19][CH3:20])=[CH:11][C:12]([N:21]2[C:29]3[C:24](=[CH:25][CH:26]=[CH:27][CH:28]=3)[C:23]([C:30]([O:32][CH3:33])=[O:31])=[CH:22]2)=[C:13]([CH:17]=1)[C:14]([OH:16])=[O:15])[C:2]1[CH:7]=[CH:6][CH:5]=[CH:4][CH:3]=1, predict the reactants needed to synthesize it. The reactants are: [CH2:1]([O:8][C:9]1[C:10]([O:19][CH3:20])=[CH:11][C:12](Br)=[C:13]([CH:17]=1)[C:14]([OH:16])=[O:15])[C:2]1[CH:7]=[CH:6][CH:5]=[CH:4][CH:3]=1.[NH:21]1[C:29]2[C:24](=[CH:25][CH:26]=[CH:27][CH:28]=2)[C:23]([C:30]([O:32][CH3:33])=[O:31])=[CH:22]1.C(=O)([O-])[O-].[K+].[K+].Cl.